Dataset: Catalyst prediction with 721,799 reactions and 888 catalyst types from USPTO. Task: Predict which catalyst facilitates the given reaction. (1) Reactant: C1(O)CCC1.C(N(CC)CC)C.Cl[C:14]([O:16][C:17]1[CH:22]=[CH:21][C:20]([N+]([O-])=O)=CC=1)=[O:15].[CH3:26][S:27]([C:30]1[CH:31]=[C:32]2[C:36](=[CH:37][CH:38]=1)[N:35]([C:39]1[CH:44]=[C:43]([O:45][CH:46]3[CH2:51][CH2:50][NH:49][CH2:48][CH2:47]3)[N:42]=[CH:41][N:40]=1)[CH2:34][CH2:33]2)(=[O:29])=[O:28]. Product: [CH:17]1([O:16][C:14]([N:49]2[CH2:50][CH2:51][CH:46]([O:45][C:43]3[CH:44]=[C:39]([N:35]4[C:36]5[C:32](=[CH:31][C:30]([S:27]([CH3:26])(=[O:29])=[O:28])=[CH:38][CH:37]=5)[CH2:33][CH2:34]4)[N:40]=[CH:41][N:42]=3)[CH2:47][CH2:48]2)=[O:15])[CH2:22][CH2:21][CH2:20]1. The catalyst class is: 2. (2) Reactant: [Br-].[C:2]([O:6][C:7](=[O:34])[CH2:8][CH2:9][CH2:10][CH2:11][CH2:12][CH2:13][CH2:14][P+](C1C=CC=CC=1)(C1C=CC=CC=1)C1C=CC=CC=1)([CH3:5])([CH3:4])[CH3:3].C[Si](C)(C)N[Si](C)(C)C.[K].[C:45]([O:49][C:50]([N:52]([C:61]([O:63][C:64]([CH3:67])([CH3:66])[CH3:65])=[O:62])[C@@H:53]([CH2:58][CH:59]=O)[C:54]([O:56][CH3:57])=[O:55])=[O:51])([CH3:48])([CH3:47])[CH3:46]. Product: [C:45]([O:49][C:50]([N:52]([C:61]([O:63][C:64]([CH3:65])([CH3:67])[CH3:66])=[O:62])[C@@H:53]([CH2:58]/[CH:59]=[CH:14]/[CH2:13][CH2:12][CH2:11][CH2:10][CH2:9][CH2:8][C:7]([O:6][C:2]([CH3:3])([CH3:4])[CH3:5])=[O:34])[C:54]([O:56][CH3:57])=[O:55])=[O:51])([CH3:48])([CH3:46])[CH3:47]. The catalyst class is: 11. (3) Reactant: [CH3:1][O:2][C:3]1[CH:8]=[CH:7][C:6]([CH2:9][C:10]([NH:12][C:13]2[CH:14]=[CH:15][C:16]([C:19]([O:21]C)=[O:20])=[N:17][CH:18]=2)=[O:11])=[C:5]([C:23]([F:26])([F:25])[F:24])[CH:4]=1.C1COCC1.[OH-].[Na+]. Product: [CH3:1][O:2][C:3]1[CH:8]=[CH:7][C:6]([CH2:9][C:10]([NH:12][C:13]2[CH:14]=[CH:15][C:16]([C:19]([OH:21])=[O:20])=[N:17][CH:18]=2)=[O:11])=[C:5]([C:23]([F:25])([F:26])[F:24])[CH:4]=1. The catalyst class is: 5. (4) Reactant: O.[C:2]1([CH3:12])[CH:7]=[CH:6][C:5]([S:8]([OH:11])(=[O:10])=[O:9])=[CH:4][CH:3]=1. Product: [C:2]1([CH3:12])[CH:3]=[CH:4][C:5]([S:8]([OH:11])(=[O:9])=[O:10])=[CH:6][CH:7]=1. The catalyst class is: 131. (5) Reactant: [OH-].[Na+].[Cl:3][C:4]1[CH:5]=[C:6]([CH2:16][C:17]2[O:21][C:20]([C:22]([O:24]CC)=[O:23])=[CH:19][CH:18]=2)[C:7]2[O:11][C:10]([CH:12]([CH3:14])[CH3:13])=[CH:9][C:8]=2[CH:15]=1. Product: [Cl:3][C:4]1[CH:5]=[C:6]([CH2:16][C:17]2[O:21][C:20]([C:22]([OH:24])=[O:23])=[CH:19][CH:18]=2)[C:7]2[O:11][C:10]([CH:12]([CH3:13])[CH3:14])=[CH:9][C:8]=2[CH:15]=1. The catalyst class is: 8. (6) Reactant: [CH2:1]([N:3]1[CH2:8][CH2:7][N:6]([C:9]2[C:18]3[C:13](=[CH:14][CH:15]=[CH:16][CH:17]=3)[CH:12]=[C:11]([C:19]3[CH:24]=[C:23]([F:25])[C:22]([O:26][CH2:27][CH2:28][O:29][Si](C(C)(C)C)(C)C)=[C:21]([F:37])[CH:20]=3)[N:10]=2)[CH2:5][CH2:4]1)[CH3:2].[F-].C([N+](CCCC)(CCCC)CCCC)CCC.O1CCCC1. Product: [CH2:1]([N:3]1[CH2:8][CH2:7][N:6]([C:9]2[C:18]3[C:13](=[CH:14][CH:15]=[CH:16][CH:17]=3)[CH:12]=[C:11]([C:19]3[CH:24]=[C:23]([F:25])[C:22]([O:26][CH2:27][CH2:28][OH:29])=[C:21]([F:37])[CH:20]=3)[N:10]=2)[CH2:5][CH2:4]1)[CH3:2]. The catalyst class is: 7. (7) Reactant: [F:1][C:2]([F:22])([F:21])[C:3]1[CH:8]=[CH:7][CH:6]=[CH:5][C:4]=1[C:9]1[N:10]=[C:11]2[C:16]([C:17](O)=[O:18])=[CH:15][CH:14]=[N:13][N:12]2[CH:20]=1.[S:23]1[CH:27]=[CH:26][N:25]=[C:24]1[NH2:28].C(N(CC)C(C)C)(C)C.C[NH3+].F[P-](F)(F)(F)(F)F.N1(OC(N(C)C)=[N+](C)C)C2N=CC=CC=2N=N1.F[P-](F)(F)(F)(F)F. Product: [S:23]1[CH:27]=[CH:26][N:25]=[C:24]1[NH:28][C:17]([C:16]1[C:11]2[N:12]([CH:20]=[C:9]([C:4]3[CH:5]=[CH:6][CH:7]=[CH:8][C:3]=3[C:2]([F:21])([F:22])[F:1])[N:10]=2)[N:13]=[CH:14][CH:15]=1)=[O:18]. The catalyst class is: 18.